Dataset: Forward reaction prediction with 1.9M reactions from USPTO patents (1976-2016). Task: Predict the product of the given reaction. (1) Given the reactants C[O:2][C:3](=[O:18])[CH2:4][CH:5]([NH:10][C:11]([O:13][C:14]([CH3:17])([CH3:16])[CH3:15])=[O:12])[CH2:6][N:7]=[N+:8]=[N-:9].[Li+].[OH-], predict the reaction product. The product is: [N:7]([CH2:6][CH:5]([NH:10][C:11]([O:13][C:14]([CH3:17])([CH3:16])[CH3:15])=[O:12])[CH2:4][C:3]([OH:18])=[O:2])=[N+:8]=[N-:9]. (2) Given the reactants Cl.[CH3:2][O:3][C:4](=[O:16])[C@:5]([NH2:15])([CH3:14])[CH2:6][C:7]1[CH:12]=[CH:11][C:10]([OH:13])=[CH:9][CH:8]=1.C([O-])(O)=O.[Na+].Cl[C:23]([O:25][CH2:26][C:27]1[CH:32]=[CH:31][CH:30]=[CH:29][CH:28]=1)=[O:24], predict the reaction product. The product is: [CH3:2][O:3][C:4](=[O:16])[C@:5]([NH:15][C:23]([O:25][CH2:26][C:27]1[CH:32]=[CH:31][CH:30]=[CH:29][CH:28]=1)=[O:24])([CH3:14])[CH2:6][C:7]1[CH:12]=[CH:11][C:10]([OH:13])=[CH:9][CH:8]=1.